Dataset: Reaction yield outcomes from USPTO patents with 853,638 reactions. Task: Predict the reaction yield, written as a fraction of the theoretical maximum amount of product (1.0 means a 100% yield; for example, 0.34 means a 34% yield). The reactants are C([O:3][C:4](=[O:29])[CH:5]([CH2:11][CH2:12][CH2:13][CH2:14][CH2:15][O:16][C:17]1[C:26]2[C:21](=[CH:22][CH:23]=[CH:24][CH:25]=2)[C:20]([CH:27]=[O:28])=[CH:19][CH:18]=1)[C:6]([O:8]CC)=[O:7])C.[OH-].[Na+]. The catalyst is CO. The product is [CH:27]([C:20]1[C:21]2[C:26](=[CH:25][CH:24]=[CH:23][CH:22]=2)[C:17]([O:16][CH2:15][CH2:14][CH2:13][CH2:12][CH2:11][CH:5]([C:4]([OH:29])=[O:3])[C:6]([OH:8])=[O:7])=[CH:18][CH:19]=1)=[O:28]. The yield is 0.920.